This data is from Reaction yield outcomes from USPTO patents with 853,638 reactions. The task is: Predict the reaction yield, written as a fraction of the theoretical maximum amount of product (1.0 means a 100% yield; for example, 0.34 means a 34% yield). (1) The reactants are [BH3:1].[OH:2][C:3]([C:6]([OH:9])([CH3:8])[CH3:7])([CH3:5])[CH3:4].[CH2:10]([C:14]1([C:31]([O:33][CH2:34][CH3:35])=[O:32])[CH2:18][O:17][C:16]([CH3:20])([CH3:19])[N:15]1[C:21]([O:23][CH2:24][C:25]1[CH:30]=[CH:29][CH:28]=[CH:27][CH:26]=1)=[O:22])[CH2:11][CH:12]=[CH2:13]. The catalyst is ClCCl.C1CC=CCCC=C1.C1CC=CCCC=C1.[Cl-].[Cl-].[Ir].[Ir].C1(P(C2C=CC=CC=2)CCP(C2C=CC=CC=2)C2C=CC=CC=2)C=CC=CC=1. The product is [CH3:19][C:16]1([CH3:20])[N:15]([C:21]([O:23][CH2:24][C:25]2[CH:26]=[CH:27][CH:28]=[CH:29][CH:30]=2)=[O:22])[C:14]([CH2:10][CH2:11][CH2:12][CH2:13][B:1]2[O:9][C:6]([CH3:8])([CH3:7])[C:3]([CH3:5])([CH3:4])[O:2]2)([C:31]([O:33][CH2:34][CH3:35])=[O:32])[CH2:18][O:17]1. The yield is 0.650. (2) The reactants are C([O:8][C:9]1[CH:14]=[CH:13][C:12]([C:15]2[C:20]([CH3:21])=[CH:19][C:18]([O:22][C@@H:23]3[CH2:27][CH2:26][O:25][CH2:24]3)=[CH:17][C:16]=2[CH3:28])=[CH:11][C:10]=1[CH2:29][O:30][C:31]1[CH:43]=[CH:42][C:34]2[C@H:35]([CH2:38][C:39]([OH:41])=[O:40])[CH2:36][O:37][C:33]=2[CH:32]=1)C1C=CC=CC=1. The catalyst is C(OCC)(=O)C.[Pd]. The product is [OH:8][C:9]1[CH:14]=[CH:13][C:12]([C:15]2[C:20]([CH3:21])=[CH:19][C:18]([O:22][C@@H:23]3[CH2:27][CH2:26][O:25][CH2:24]3)=[CH:17][C:16]=2[CH3:28])=[CH:11][C:10]=1[CH2:29][O:30][C:31]1[CH:43]=[CH:42][C:34]2[C@H:35]([CH2:38][C:39]([OH:41])=[O:40])[CH2:36][O:37][C:33]=2[CH:32]=1. The yield is 0.141.